The task is: Predict the product of the given reaction.. This data is from Forward reaction prediction with 1.9M reactions from USPTO patents (1976-2016). (1) Given the reactants [CH3:1][O:2][C:3]1[CH:4]=[C:5]([CH:33]=[CH:34][C:35]=1[O:36][CH3:37])[CH2:6][CH:7]1[C:16]2[C:11](=[CH:12][C:13]([O:18][CH3:19])=[C:14]([OH:17])[CH:15]=2)[CH2:10][CH2:9][N:8]1[CH2:20][C:21]([NH:23][CH:24]1[C:32]2[C:27](=[CH:28][CH:29]=[CH:30][CH:31]=2)[CH2:26][CH2:25]1)=[O:22].[CH2:38](Br)[CH2:39][CH3:40], predict the reaction product. The product is: [CH3:1][O:2][C:3]1[CH:4]=[C:5]([CH:33]=[CH:34][C:35]=1[O:36][CH3:37])[CH2:6][CH:7]1[C:16]2[C:11](=[CH:12][C:13]([O:18][CH3:19])=[C:14]([O:17][CH2:38][CH2:39][CH3:40])[CH:15]=2)[CH2:10][CH2:9][N:8]1[CH2:20][C:21]([NH:23][CH:24]1[C:32]2[C:27](=[CH:28][CH:29]=[CH:30][CH:31]=2)[CH2:26][CH2:25]1)=[O:22]. (2) Given the reactants C1(P(C2C=CC=CC=2)C2C=CC=CC=2)C=CC=CC=1.CC(OC(/N=N/C(OC(C)C)=O)=O)C.[C:34]([O:38][C:39]([N:41]1[CH2:47][CH2:46][CH2:45][O:44][CH:43]([CH2:48][OH:49])[CH2:42]1)=[O:40])([CH3:37])([CH3:36])[CH3:35].[CH3:50][O:51][C:52](=[O:63])[C:53]1[CH:58]=[C:57]([Cl:59])[C:56]([O:60][CH3:61])=[CH:55][C:54]=1O, predict the reaction product. The product is: [C:34]([O:38][C:39]([N:41]1[CH2:47][CH2:46][CH2:45][O:44][CH:43]([CH2:48][O:49][C:54]2[CH:55]=[C:56]([O:60][CH3:61])[C:57]([Cl:59])=[CH:58][C:53]=2[C:52]([O:51][CH3:50])=[O:63])[CH2:42]1)=[O:40])([CH3:37])([CH3:36])[CH3:35]. (3) Given the reactants [F:1][C:2]1[C:3]([N+:25]([O-])=O)=[CH:4][C:5]2[N:10]([CH:11]3[CH2:16][CH2:15][N:14]([C:17]([O:19][C:20]([CH3:23])([CH3:22])[CH3:21])=[O:18])[CH2:13][CH2:12]3)[CH2:9][CH2:8][S:7][C:6]=2[CH:24]=1.O.NN, predict the reaction product. The product is: [NH2:25][C:3]1[C:2]([F:1])=[CH:24][C:6]2[S:7][CH2:8][CH2:9][N:10]([CH:11]3[CH2:16][CH2:15][N:14]([C:17]([O:19][C:20]([CH3:22])([CH3:23])[CH3:21])=[O:18])[CH2:13][CH2:12]3)[C:5]=2[CH:4]=1. (4) The product is: [F:29][C:27]([C:25]1[N:24]([CH2:31][CH:32]2[CH2:33][CH2:34][O:35][CH2:36][CH2:37]2)[C:23]2[CH:38]=[CH:39][C:20]([N:18]([CH3:19])[S:15]([C:12]3[CH:11]=[CH:10][C:9]([NH:8][C:3](=[O:4])[C:2]([CH3:7])([CH3:6])[CH3:1])=[CH:14][CH:13]=3)(=[O:17])=[O:16])=[CH:21][C:22]=2[N:26]=1)([F:30])[CH3:28]. Given the reactants [CH3:1][C:2]([CH3:7])([CH3:6])[C:3](Cl)=[O:4].[NH2:8][C:9]1[CH:14]=[CH:13][C:12]([S:15]([N:18]([C:20]2[CH:39]=[CH:38][C:23]3[N:24]([CH2:31][CH:32]4[CH2:37][CH2:36][O:35][CH2:34][CH2:33]4)[C:25]([C:27]([F:30])([F:29])[CH3:28])=[N:26][C:22]=3[CH:21]=2)[CH3:19])(=[O:17])=[O:16])=[CH:11][CH:10]=1.CCN(CC)CC, predict the reaction product. (5) Given the reactants [C:1]([O:6][CH3:7])(=[O:5])[C:2]([CH3:4])=O.COC(OC)[N:11]([CH3:13])C.Cl.[C:17]1([CH3:25])[CH:22]=[CH:21][CH:20]=[CH:19][C:18]=1[NH:23]N, predict the reaction product. The product is: [CH3:25][C:17]1[CH:22]=[CH:21][CH:20]=[CH:19][C:18]=1[N:23]1[C:2]([C:1]([O:6][CH3:7])=[O:5])=[CH:4][CH:13]=[N:11]1. (6) Given the reactants [Cl:1][C:2]1[CH:3]=[CH:4][C:5]([N+:14]([O-])=O)=[C:6]([C:8](=[O:13])[C:9]([CH3:12])([CH3:11])[CH3:10])[CH:7]=1.[NH4+].[Cl-], predict the reaction product. The product is: [NH2:14][C:5]1[CH:4]=[CH:3][C:2]([Cl:1])=[CH:7][C:6]=1[C:8](=[O:13])[C:9]([CH3:11])([CH3:10])[CH3:12]. (7) Given the reactants [C:1]([O:5][C:6](=[O:13])[NH:7][N:8]1[CH:12]=[CH:11][CH:10]=[CH:9]1)([CH3:4])([CH3:3])[CH3:2].I[CH2:15][CH2:16][CH2:17][CH3:18].[H-].[Na+], predict the reaction product. The product is: [C:1]([O:5][C:6](=[O:13])[N:7]([CH2:15][CH2:16][CH2:17][CH3:18])[N:8]1[CH:12]=[CH:11][CH:10]=[CH:9]1)([CH3:4])([CH3:2])[CH3:3]. (8) Given the reactants [Cl:1][C:2]1[CH:7]=[CH:6][C:5]([S:8]([N:11]2[CH:19]3[CH2:20][CH2:21][CH2:22][CH:12]2[C:13]2[CH:14]=[N:15][NH:16][C:17]=2[CH2:18]3)(=[O:10])=[O:9])=[CH:4][CH:3]=1.[Cl:23]N1C(=O)CCC1=O, predict the reaction product. The product is: [Cl:23][C:14]1[C:13]2[CH:12]3[N:11]([S:8]([C:5]4[CH:6]=[CH:7][C:2]([Cl:1])=[CH:3][CH:4]=4)(=[O:9])=[O:10])[CH:19]([CH2:18][C:17]=2[NH:16][N:15]=1)[CH2:20][CH2:21][CH2:22]3. (9) Given the reactants [F:1][C:2]([F:11])([F:10])[C:3]1[CH:9]=[CH:8][CH:7]=[CH:6][C:4]=1[NH2:5].[H-].[Na+].[Cl:14][C:15]1[N:20]=[C:19](Cl)[CH:18]=[CH:17][N:16]=1.O, predict the reaction product. The product is: [F:1][C:2]([F:10])([F:11])[C:3]1[CH:9]=[CH:8][CH:7]=[CH:6][C:4]=1[NH:5][C:17]1[CH:18]=[CH:19][N:20]=[C:15]([Cl:14])[N:16]=1.